This data is from Forward reaction prediction with 1.9M reactions from USPTO patents (1976-2016). The task is: Predict the product of the given reaction. (1) The product is: [ClH:17].[CH3:15][O:14][CH2:13][C:11]1[N:12]=[C:8]([NH2:7])[S:9][CH:10]=1. Given the reactants C(OC(=O)[NH:7][C:8]1[S:9][CH:10]=[C:11]([CH2:13][O:14][CH3:15])[N:12]=1)(C)(C)C.[ClH:17].O1CCOCC1, predict the reaction product. (2) Given the reactants Br[C:2]1[CH:7]=[CH:6][CH:5]=[CH:4][C:3]=1[O:8][CH3:9].[Mg].II.[Cl:13][C:14]1[CH:15]=[C:16]2[C:20](=[CH:21][C:22]=1[Cl:23])[NH:19][C:18](=[O:24])[C:17]2=[O:25], predict the reaction product. The product is: [Cl:13][C:14]1[CH:15]=[C:16]2[C:20](=[CH:21][C:22]=1[Cl:23])[NH:19][C:18](=[O:24])[C:17]2([OH:25])[C:2]1[CH:7]=[CH:6][CH:5]=[CH:4][C:3]=1[O:8][CH3:9].